Task: Predict the reactants needed to synthesize the given product.. Dataset: Full USPTO retrosynthesis dataset with 1.9M reactions from patents (1976-2016) (1) Given the product [CH3:13][C:14]1[CH:15]=[C:16]([S:21][C:6]2[C:2]([CH3:1])=[C:3]([C:8]([O:10][CH2:11][CH3:12])=[O:9])[NH:4][C:5]=2[CH3:7])[CH:17]=[C:18]([CH3:20])[CH:19]=1, predict the reactants needed to synthesize it. The reactants are: [CH3:1][C:2]1[CH:6]=[C:5]([CH3:7])[NH:4][C:3]=1[C:8]([O:10][CH2:11][CH3:12])=[O:9].[CH3:13][C:14]1[CH:15]=[C:16]([SH:21])[CH:17]=[C:18]([CH3:20])[CH:19]=1. (2) The reactants are: [F:1][C:2]1[CH:7]=[CH:6][CH:5]=[CH:4][C:3]=1[N:8]1[CH2:13][CH2:12][NH:11][CH2:10][CH2:9]1.BrC[N:16]1[C:25]2[C:20](=[CH:21][CH:22]=[CH:23][CH:24]=2)[CH:19]=[CH:18][C:17]1=[O:26].[CH2:27](N(CC)CC)C. Given the product [F:1][C:2]1[CH:7]=[CH:6][CH:5]=[CH:4][C:3]=1[N:8]1[CH2:13][CH2:12][N:11]([CH2:27][C:19]2[C:20]3[C:25](=[CH:24][CH:23]=[CH:22][CH:21]=3)[NH:16][C:17](=[O:26])[CH:18]=2)[CH2:10][CH2:9]1, predict the reactants needed to synthesize it. (3) Given the product [CH2:33]([O:11][CH:10]([C:3]1[CH:4]=[CH:5][C:6]([O:8][CH3:9])=[CH:7][C:2]=1[OH:1])[C:12]1[CH:17]=[CH:16][CH:15]=[C:14]([O:18][CH2:19][C:20]2[N:21]=[C:22]([C:26]3[CH:27]=[CH:28][CH:29]=[CH:30][CH:31]=3)[O:23][C:24]=2[CH3:25])[CH:13]=1)[CH3:34], predict the reactants needed to synthesize it. The reactants are: [OH:1][C:2]1[CH:7]=[C:6]([O:8][CH3:9])[CH:5]=[CH:4][C:3]=1[CH:10]([C:12]1[CH:17]=[CH:16][CH:15]=[C:14]([O:18][CH2:19][C:20]2[N:21]=[C:22]([C:26]3[CH:31]=[CH:30][CH:29]=[CH:28][CH:27]=3)[O:23][C:24]=2[CH3:25])[CH:13]=1)[OH:11].O1CC[CH2:34][CH2:33]1. (4) Given the product [C:6]([C:5]1[CH:8]=[CH:9][C:2]([NH:1][C:19](=[O:21])[CH3:20])=[N:3][CH:4]=1)#[N:7], predict the reactants needed to synthesize it. The reactants are: [NH2:1][C:2]1[CH:9]=[CH:8][C:5]([C:6]#[N:7])=[CH:4][N:3]=1.CCN(C(C)C)C(C)C.[C:19](Cl)(=[O:21])[CH3:20].C(OC(=O)C)C.O. (5) Given the product [F:45][C:39]1[CH:40]=[C:41]([F:44])[CH:42]=[CH:43][C:38]=1[C@:21]12[CH2:23][O:24][C@@H:25]([C:27]([NH:29][NH2:30])=[O:28])[CH2:26][C@H:20]1[CH2:19][S:18][C:17]([NH:16][C:8](=[O:15])[C:9]1[CH:10]=[CH:11][CH:12]=[CH:13][CH:14]=1)=[N:22]2, predict the reactants needed to synthesize it. The reactants are: FC(F)(F)C(O)=O.[C:8]([NH:16][C:17]1[S:18][CH2:19][C@@H:20]2[CH2:26][C@H:25]([C:27]([NH:29][NH:30]C(OC(C)(C)C)=O)=[O:28])[O:24][CH2:23][C@:21]2([C:38]2[CH:43]=[CH:42][C:41]([F:44])=[CH:40][C:39]=2[F:45])[N:22]=1)(=[O:15])[C:9]1[CH:14]=[CH:13][CH:12]=[CH:11][CH:10]=1. (6) Given the product [CH3:58][S:55]([NH:54][C@@H:51]1[CH2:52][CH2:53][N:49]([C:40]2[CH:41]=[C:42]([C:45]([F:48])([F:46])[F:47])[CH:43]=[CH:44][C:39]=2[CH2:38][N:32]2[CH2:37][CH2:36][N:35]([C:15]([O:8][CH:3]([C:4]([F:7])([F:6])[F:5])[C:2]([F:10])([F:9])[F:1])=[O:21])[CH2:34][CH2:33]2)[CH2:50]1)(=[O:56])=[O:57], predict the reactants needed to synthesize it. The reactants are: [F:1][C:2]([F:10])([F:9])[CH:3]([OH:8])[C:4]([F:7])([F:6])[F:5].ClC(Cl)(O[C:15](=[O:21])OC(Cl)(Cl)Cl)Cl.CCN(C(C)C)C(C)C.[N:32]1([CH2:38][C:39]2[CH:44]=[CH:43][C:42]([C:45]([F:48])([F:47])[F:46])=[CH:41][C:40]=2[N:49]2[CH2:53][CH2:52][C@@H:51]([NH:54][S:55]([CH3:58])(=[O:57])=[O:56])[CH2:50]2)[CH2:37][CH2:36][NH:35][CH2:34][CH2:33]1. (7) Given the product [CH2:10]1[C:9]2[C:4](=[CH:5][CH:6]=[CH:7][CH:8]=2)[CH:3]=[CH:2]1.[Br:1][Mg:11].[CH3:12][Si:13]([CH3:16])([CH3:15])[C:2]1[CH2:3][C:4]2[C:9]([CH:10]=1)=[CH:8][CH:7]=[CH:6][CH:5]=2, predict the reactants needed to synthesize it. The reactants are: [Br:1][C:2]1[CH2:3][C:4]2[C:9]([CH:10]=1)=[CH:8][CH:7]=[CH:6][CH:5]=2.[Mg:11].[CH3:12][Si:13]([CH3:16])([CH3:15])Cl.